From a dataset of Catalyst prediction with 721,799 reactions and 888 catalyst types from USPTO. Predict which catalyst facilitates the given reaction. Reactant: [F:1][C:2]1[CH:11]=[C:10]([C:12]2[N:17]=[C:16]3[N:18]([C:21]([C:24]4[CH:25]=[C:26]5[C:31](=[CH:32][CH:33]=4)[N:30]=[CH:29][CH:28]=[CH:27]5)([CH3:23])[CH3:22])[N:19]=[N:20][C:15]3=[CH:14][CH:13]=2)[CH:9]=[CH:8][C:3]=1[C:4]([O:6]C)=[O:5].[OH-].[Li+].C1COCC1.Cl. Product: [F:1][C:2]1[CH:11]=[C:10]([C:12]2[N:17]=[C:16]3[N:18]([C:21]([C:24]4[CH:25]=[C:26]5[C:31](=[CH:32][CH:33]=4)[N:30]=[CH:29][CH:28]=[CH:27]5)([CH3:23])[CH3:22])[N:19]=[N:20][C:15]3=[CH:14][CH:13]=2)[CH:9]=[CH:8][C:3]=1[C:4]([OH:6])=[O:5]. The catalyst class is: 24.